This data is from Full USPTO retrosynthesis dataset with 1.9M reactions from patents (1976-2016). The task is: Predict the reactants needed to synthesize the given product. Given the product [ClH:19].[C:1]([S:5]([CH2:8][CH2:9][CH2:10][NH2:11])(=[O:6])=[O:7])([CH3:4])([CH3:3])[CH3:2], predict the reactants needed to synthesize it. The reactants are: [C:1]([S:5]([CH2:8][CH2:9][CH2:10][NH:11]C(=O)OC(C)(C)C)(=[O:7])=[O:6])([CH3:4])([CH3:3])[CH3:2].[ClH:19].